From a dataset of Reaction yield outcomes from USPTO patents with 853,638 reactions. Predict the reaction yield, written as a fraction of the theoretical maximum amount of product (1.0 means a 100% yield; for example, 0.34 means a 34% yield). (1) The reactants are Br[C:2]1[CH:7]=[CH:6][CH:5]=[CH:4][C:3]=1[C:8]1[N:12]([S:13]([C:16]2[CH:17]=[N:18][CH:19]=[CH:20][CH:21]=2)(=[O:15])=[O:14])[CH:11]=[C:10]([CH:22]=[O:23])[CH:9]=1.O.[CH3:25][N:26](C)C=O. The catalyst is [C-]#N.[Zn+2].[C-]#N.C1C=CC([P]([Pd]([P](C2C=CC=CC=2)(C2C=CC=CC=2)C2C=CC=CC=2)([P](C2C=CC=CC=2)(C2C=CC=CC=2)C2C=CC=CC=2)[P](C2C=CC=CC=2)(C2C=CC=CC=2)C2C=CC=CC=2)(C2C=CC=CC=2)C2C=CC=CC=2)=CC=1. The product is [CH:22]([C:10]1[CH:9]=[C:8]([C:3]2[CH:4]=[CH:5][CH:6]=[CH:7][C:2]=2[C:25]#[N:26])[N:12]([S:13]([C:16]2[CH:17]=[N:18][CH:19]=[CH:20][CH:21]=2)(=[O:15])=[O:14])[CH:11]=1)=[O:23]. The yield is 0.630. (2) The yield is 0.600. The product is [O:1]1[C:6]2[CH:7]=[CH:8][CH:9]=[C:10]([N:11]3[CH2:12][CH2:13][N:14]([CH2:17][CH2:18][CH:19]([CH:31]=[O:32])[C:20]4[CH:25]=[CH:24][CH:23]=[CH:22][CH:21]=4)[CH2:15][CH2:16]3)[C:5]=2[O:4][CH2:3][CH2:2]1. The reactants are [O:1]1[C:6]2[CH:7]=[CH:8][CH:9]=[C:10]([N:11]3[CH2:16][CH2:15][N:14]([CH2:17][CH2:18][CH:19]([CH:31]=[O:32])[C:20]4[CH:25]=[CH:24][CH:23]=[CH:22][C:21]=4OC(F)(F)F)[CH2:13][CH2:12]3)[C:5]=2[O:4][CH2:3][CH2:2]1.C(C(C1C=CC=CC=1)CCN1CCN(C2C3OCCOC=3C=CC=2)CC1)#N. No catalyst specified.